This data is from CYP3A4 inhibition data for predicting drug metabolism from PubChem BioAssay. The task is: Regression/Classification. Given a drug SMILES string, predict its absorption, distribution, metabolism, or excretion properties. Task type varies by dataset: regression for continuous measurements (e.g., permeability, clearance, half-life) or binary classification for categorical outcomes (e.g., BBB penetration, CYP inhibition). Dataset: cyp3a4_veith. (1) The drug is CC(=O)Nc1ccc(C(=O)NNC(=O)CCc2ccccc2)cc1. The result is 0 (non-inhibitor). (2) The molecule is COc1cccc(-c2cc(C(F)(F)F)nc(N3CCN(c4ccccc4)CC3)n2)c1. The result is 0 (non-inhibitor). (3) The compound is CCN(CC)C(=O)CSc1nnc(-c2ccco2)n1N. The result is 0 (non-inhibitor).